Dataset: Catalyst prediction with 721,799 reactions and 888 catalyst types from USPTO. Task: Predict which catalyst facilitates the given reaction. (1) Reactant: [CH3:1][C:2]1[CH:7]=[CH:6][C:5]([C:8]2[C:9]([C:14]([OH:16])=O)=[CH:10][CH:11]=[CH:12][CH:13]=2)=[CH:4][CH:3]=1.[NH2:17][C:18]1[CH:23]=[CH:22][C:21]([OH:24])=[CH:20][CH:19]=1.C1C=CC2N(O)N=NC=2C=1.CCN=C=NCCCN(C)C.Cl. Product: [OH:24][C:21]1[CH:22]=[CH:23][C:18]([NH:17][C:14]([C:9]2[C:8]([C:5]3[CH:4]=[CH:3][C:2]([CH3:1])=[CH:7][CH:6]=3)=[CH:13][CH:12]=[CH:11][CH:10]=2)=[O:16])=[CH:19][CH:20]=1. The catalyst class is: 289. (2) Reactant: [NH2:1][C:2]1[CH:7]=[CH:6][C:5]([S:8]([N:11]([CH2:23][C:24]2[CH:29]=[CH:28][CH:27]=[CH:26][CH:25]=2)[C:12]2[C:17]([Cl:18])=[CH:16][C:15]([C:19]([F:22])([F:21])[F:20])=[CH:14][N:13]=2)(=[O:10])=[O:9])=[CH:4][CH:3]=1.CCN(CC)CC.[CH3:37][N:38]([CH3:43])[S:39](Cl)(=[O:41])=[O:40].N1C=CC=CC=1. Product: [CH2:23]([N:11]([C:12]1[C:17]([Cl:18])=[CH:16][C:15]([C:19]([F:22])([F:21])[F:20])=[CH:14][N:13]=1)[S:8]([C:5]1[CH:6]=[CH:7][C:2]([NH:1][S:39](=[O:41])(=[O:40])[N:38]([CH3:43])[CH3:37])=[CH:3][CH:4]=1)(=[O:9])=[O:10])[C:24]1[CH:25]=[CH:26][CH:27]=[CH:28][CH:29]=1. The catalyst class is: 23. (3) Reactant: CO[C:3](=[O:23])[C:4]1[C:9]([Cl:10])=[CH:8][C:7]([Cl:11])=[CH:6][C:5]=1[NH:12][C:13](=[O:22])[CH:14]([C:16]1[CH:21]=[CH:20][CH:19]=[CH:18][CH:17]=1)[CH3:15].[Li+].C[Si]([N-][Si](C)(C)C)(C)C.C[Si](C)(C)[N-][Si](C)(C)C.[Li]CCCC. Product: [Cl:10][C:9]1[CH:8]=[C:7]([Cl:11])[CH:6]=[C:5]2[C:4]=1[C:3](=[O:23])[C:14]([CH3:15])([C:16]1[CH:17]=[CH:18][CH:19]=[CH:20][CH:21]=1)[C:13](=[O:22])[NH:12]2. The catalyst class is: 1. (4) Reactant: C([Li])CCC.[O:6]1CCC[CH2:7]1.[Cl-].COC[P+](C1C=CC=CC=1)(C1C=CC=CC=1)C1C=CC=CC=1.[CH3:34][CH:35]([CH3:46])[CH:36]([C:40]1[CH:45]=[CH:44][CH:43]=[CH:42][CH:41]=1)[CH2:37][CH:38]=O. Product: [CH3:34][CH:35]([CH3:46])[CH:36]([C:40]1[CH:45]=[CH:44][CH:43]=[CH:42][CH:41]=1)[CH2:37][CH2:38][CH:7]=[O:6]. The catalyst class is: 7. (5) Reactant: C([O:8][C:9]1[CH:14]=[CH:13][C:12](/[CH:15]=[C:16](\[SH:20])/[C:17]([OH:19])=[O:18])=[CH:11][C:10]=1[O:21][CH3:22])C1C=CC=CC=1.II.O.S(=O)(O)[O-].[Na+]. Product: [OH:8][C:9]1[C:10]([O:21][CH3:22])=[CH:11][C:12]2[CH:15]=[C:16]([C:17]([OH:19])=[O:18])[S:20][C:13]=2[CH:14]=1. The catalyst class is: 7. (6) Reactant: [CH:1]([N:3]1[CH:7]=[CH:6][N:5]=[CH:4]1)=[CH2:2].[CH2:8]([Br:16])[CH2:9][CH2:10][CH2:11][CH2:12][CH2:13][CH2:14][CH3:15].CO. Product: [Br-:16].[CH:1]([N+:3]1[CH:7]=[CH:6][N:5]([CH2:8][CH2:9][CH2:10][CH2:11][CH2:12][CH2:13][CH2:14][CH3:15])[CH:4]=1)=[CH2:2]. The catalyst class is: 27.